This data is from Catalyst prediction with 721,799 reactions and 888 catalyst types from USPTO. The task is: Predict which catalyst facilitates the given reaction. (1) Reactant: [Cl:1][C:2]1[CH:10]=[CH:9][C:8]([S:11]([CH3:14])(=[O:13])=[O:12])=[CH:7][C:3]=1[C:4]([OH:6])=[O:5].Cl[C:16]1C=CC(S(O)=O)=CC=1C(O)=O.C(I)C. Product: [Cl:1][C:2]1[CH:10]=[CH:9][C:8]([S:11]([CH2:14][CH3:16])(=[O:13])=[O:12])=[CH:7][C:3]=1[C:4]([OH:6])=[O:5]. The catalyst class is: 8. (2) Reactant: [NH2:1][CH2:2][CH2:3][O:4][CH2:5][CH2:6][O:7][CH2:8][CH2:9][O:10][CH2:11][CH2:12][NH:13][S:14]([C:17]1[CH:22]=[CH:21][CH:20]=[C:19]([CH:23]2[C:32]3[C:27](=[C:28]([Cl:34])[CH:29]=[C:30]([Cl:33])[CH:31]=3)[CH2:26][N:25]([CH3:35])[CH2:24]2)[CH:18]=1)(=[O:16])=[O:15].[OH:36][CH:37]([CH:48]([OH:59])[C:49]([O:51]N1C(=O)CCC1=O)=O)[C:38]([O:40]N1C(=O)CCC1=O)=O.[CH2:60]([N:62]([CH2:65][CH3:66])[CH2:63][CH3:64])C. Product: [Cl:33][C:30]1[CH:31]=[C:32]2[C:27](=[C:28]([Cl:34])[CH:29]=1)[CH2:26][N:25]([CH3:35])[CH2:24][CH:23]2[C:19]1[CH:18]=[C:17]([S:14]([NH:13][CH2:12][CH2:11][O:10][CH2:9][CH2:8][O:7][CH2:6][CH2:5][O:4][CH2:3][CH2:2][NH:1][C:38](=[O:40])[CH:37]([OH:36])[CH:48]([OH:59])[C:49]([NH:1][CH2:2][CH2:3][O:4][CH2:5][CH2:6][O:7][CH2:8][CH2:9][O:10][CH2:11][CH2:12][NH:13][S:14]([C:17]2[CH:22]=[CH:21][CH:20]=[C:19]([CH:64]3[C:32]4[C:66](=[C:28]([Cl:34])[CH:29]=[C:30]([Cl:33])[CH:31]=4)[CH2:65][N:62]([CH3:60])[CH2:63]3)[CH:18]=2)(=[O:16])=[O:15])=[O:51])(=[O:16])=[O:15])[CH:22]=[CH:21][CH:20]=1. The catalyst class is: 3.